Dataset: Reaction yield outcomes from USPTO patents with 853,638 reactions. Task: Predict the reaction yield, written as a fraction of the theoretical maximum amount of product (1.0 means a 100% yield; for example, 0.34 means a 34% yield). (1) The reactants are C(O[C:6](=[O:12])[O:7][C:8]([CH3:11])([CH3:10])[CH3:9])(C)(C)C.CCCCCC.[NH2:19][C:20]1[C:25]([CH3:26])=[CH:24][CH:23]=[CH:22][N:21]=1. The catalyst is C(OCC)(=O)C. The product is [CH3:26][C:25]1[C:20]([NH:19][C:6](=[O:12])[O:7][C:8]([CH3:9])([CH3:10])[CH3:11])=[N:21][CH:22]=[CH:23][CH:24]=1. The yield is 0.640. (2) The reactants are [C:1]1([CH:7]2[C:16]3[O:15][C:14](=O)[NH:13][C:12](=[O:18])[C:11]=3[CH2:10][CH2:9][CH2:8]2)[CH:6]=[CH:5][CH:4]=[CH:3][CH:2]=1.[OH-].[NH4+:20]. No catalyst specified. The product is [C:1]1([CH:7]2[C:16]3[NH:20][C:14](=[O:15])[NH:13][C:12](=[O:18])[C:11]=3[CH2:10][CH2:9][CH2:8]2)[CH:6]=[CH:5][CH:4]=[CH:3][CH:2]=1. The yield is 1.00.